From a dataset of Full USPTO retrosynthesis dataset with 1.9M reactions from patents (1976-2016). Predict the reactants needed to synthesize the given product. (1) Given the product [CH:26]1([C:8]2[C:9]3[CH:25]=[CH:24][CH:23]=[CH:22][C:10]=3[N:11]([CH2:14][C:15]([CH:17]3[CH2:18][CH2:19][CH2:20][CH2:21]3)=[O:16])[C:12](=[O:13])[N:6]([CH2:5][C:4]([OH:32])=[O:3])[N:7]=2)[CH2:27][CH2:28][CH2:29][CH2:30][CH2:31]1, predict the reactants needed to synthesize it. The reactants are: C([O:3][C:4](=[O:32])[CH2:5][N:6]1[C:12](=[O:13])[N:11]([CH2:14][C:15]([CH:17]2[CH2:21][CH2:20][CH2:19][CH2:18]2)=[O:16])[C:10]2[CH:22]=[CH:23][CH:24]=[CH:25][C:9]=2[C:8]([CH:26]2[CH2:31][CH2:30][CH2:29][CH2:28][CH2:27]2)=[N:7]1)C.[OH-].[Na+].[OH-].[K+]. (2) Given the product [Br:1][C:2]1[N:3]([CH2:17][O:16][CH2:15][CH2:14][SiH:11]([CH3:12])[CH3:10])[C:4]([Br:7])=[CH:5][N:6]=1, predict the reactants needed to synthesize it. The reactants are: [Br:1][C:2]1[NH:3][C:4]([Br:7])=[CH:5][N:6]=1.[H-].[Na+].[CH3:10][Si:11]([CH2:14][CH2:15][O:16][CH2:17]Cl)(C)[CH3:12]. (3) Given the product [Cl:1][C:2]1[S:6][C:5]([S:7]([NH:10][C:11]2[CH:19]=[CH:18][C:14]([C:15]([O:17][CH2:31][CH2:32][O:33][C:34]3[CH:42]=[CH:41][CH:40]=[C:36]([C:37](=[O:38])[NH2:39])[CH:35]=3)=[O:16])=[C:13]([OH:20])[CH:12]=2)(=[O:9])=[O:8])=[CH:4][C:3]=1[C:21]1[CH:26]=[CH:25][CH:24]=[C:23]([O:27][CH3:28])[C:22]=1[F:29], predict the reactants needed to synthesize it. The reactants are: [Cl:1][C:2]1[S:6][C:5]([S:7]([NH:10][C:11]2[CH:19]=[CH:18][C:14]([C:15]([OH:17])=[O:16])=[C:13]([OH:20])[CH:12]=2)(=[O:9])=[O:8])=[CH:4][C:3]=1[C:21]1[CH:26]=[CH:25][CH:24]=[C:23]([O:27][CH3:28])[C:22]=1[F:29].O[CH2:31][CH2:32][O:33][C:34]1[CH:35]=[C:36]([CH:40]=[CH:41][CH:42]=1)[C:37]([NH2:39])=[O:38]. (4) Given the product [CH3:15][O:16][C:17]([C:19]1[O:23][N:22]=[C:21]([O:14][CH2:13][C:3]2[C:4]([C:7]3[CH:12]=[CH:11][CH:10]=[CH:9][CH:8]=3)=[N:5][O:6][C:2]=2[CH3:1])[CH:20]=1)=[O:18], predict the reactants needed to synthesize it. The reactants are: [CH3:1][C:2]1[O:6][N:5]=[C:4]([C:7]2[CH:12]=[CH:11][CH:10]=[CH:9][CH:8]=2)[C:3]=1[CH2:13][OH:14].[CH3:15][O:16][C:17]([C:19]1[O:23][NH:22][C:21](=O)[CH:20]=1)=[O:18]. (5) The reactants are: [Cl:1][C:2]1[CH:34]=[CH:33][CH:32]=[C:31]([C:35]([F:38])([F:37])[F:36])[C:3]=1[C:4]([N:6]1[C:14]2[C:9](=[CH:10][CH:11]=[C:12]([C:15]3[O:16][CH:17]=[CH:18][N:19]=3)[CH:13]=2)[C:8]([C:20]2[CH:29]=[CH:28][C:23]([C:24]([O:26]C)=[O:25])=[CH:22][C:21]=2[F:30])=[N:7]1)=[O:5].O[Li].O. Given the product [Cl:1][C:2]1[CH:34]=[CH:33][CH:32]=[C:31]([C:35]([F:38])([F:37])[F:36])[C:3]=1[C:4]([N:6]1[C:14]2[C:9](=[CH:10][CH:11]=[C:12]([C:15]3[O:16][CH:17]=[CH:18][N:19]=3)[CH:13]=2)[C:8]([C:20]2[CH:29]=[CH:28][C:23]([C:24]([OH:26])=[O:25])=[CH:22][C:21]=2[F:30])=[N:7]1)=[O:5], predict the reactants needed to synthesize it. (6) Given the product [CH2:1]([O:3][C:4]([C:6]1[C:7]([OH:26])=[C:8]2[C:15]([Br:16])=[C:14]([Br:17])[N:13]([CH2:18][C:19]3[CH:24]=[CH:23][C:22]([F:25])=[CH:21][CH:20]=3)[C:9]2=[C:10]([C:27]#[N:28])[N:11]=1)=[O:5])[CH3:2], predict the reactants needed to synthesize it. The reactants are: [CH2:1]([O:3][C:4]([C:6]1[C:7]([OH:26])=[C:8]2[C:15]([Br:16])=[C:14]([Br:17])[N:13]([CH2:18][C:19]3[CH:24]=[CH:23][C:22]([F:25])=[CH:21][CH:20]=3)[C:9]2=[C:10](Br)[N:11]=1)=[O:5])[CH3:2].[C:27]([Cu])#[N:28].